Dataset: Full USPTO retrosynthesis dataset with 1.9M reactions from patents (1976-2016). Task: Predict the reactants needed to synthesize the given product. (1) Given the product [OH:1][CH2:2][C:3]([C:5]1[C:13]2[C:8](=[CH:9][CH:10]=[CH:11][CH:12]=2)[N:7]([CH2:31][C:32]([OH:34])=[O:33])[CH:6]=1)=[O:4], predict the reactants needed to synthesize it. The reactants are: [OH:1][CH2:2][C:3]([C:5]1[C:13]2[C:8](=[CH:9][CH:10]=[CH:11][CH:12]=2)[NH:7][CH:6]=1)=[O:4].C(C1C2C(=CC=C(OC(F)(F)F)C=2)N([CH2:31][C:32]([OH:34])=[O:33])C=1)(=O)C. (2) Given the product [CH2:29]([O:28][C:26]([C:25]1[C:24]([CH3:31])=[N:1][C:2]2[C:3]([C:21]=1[NH2:22])=[C:4]([O:5][CH2:6][C:7]([CH3:17])([CH3:16])[C:8]([NH:10][CH:11]1[CH2:15][CH2:14][CH2:13][CH2:12]1)=[O:9])[CH:18]=[CH:19][CH:20]=2)=[O:27])[CH3:30], predict the reactants needed to synthesize it. The reactants are: [NH2:1][C:2]1[C:3]([C:21]#[N:22])=[C:4]([CH:18]=[CH:19][CH:20]=1)[O:5][CH2:6][C:7]([CH3:17])([CH3:16])[C:8]([NH:10][CH:11]1[CH2:15][CH2:14][CH2:13][CH2:12]1)=[O:9].O=[C:24]([CH3:31])[CH2:25][C:26]([O:28][CH2:29][CH3:30])=[O:27]. (3) Given the product [CH2:1]([O:8][C:9]1[C:13]([CH:14]([NH:33][C:34]2[CH:35]=[CH:36][C:37]([C:40]([N:42]([CH3:50])[CH2:43][CH2:44][C:45]([OH:47])=[O:46])=[O:41])=[CH:38][CH:39]=2)[CH:16]2[CH2:17][CH2:18][CH2:19][CH2:20][CH2:21]2)=[CH:12][N:11]([C:22]2[CH:27]=[CH:26][C:25]([O:28][C:29]([F:31])([F:32])[F:30])=[CH:24][CH:23]=2)[N:10]=1)[C:2]1[CH:3]=[CH:4][CH:5]=[CH:6][CH:7]=1, predict the reactants needed to synthesize it. The reactants are: [CH2:1]([O:8][C:9]1[C:13]([CH:14]([CH:16]2[CH2:21][CH2:20][CH2:19][CH2:18][CH2:17]2)O)=[CH:12][N:11]([C:22]2[CH:27]=[CH:26][C:25]([O:28][C:29]([F:32])([F:31])[F:30])=[CH:24][CH:23]=2)[N:10]=1)[C:2]1[CH:7]=[CH:6][CH:5]=[CH:4][CH:3]=1.[NH2:33][C:34]1[CH:39]=[CH:38][C:37]([C:40]([N:42]([CH3:50])[CH2:43][CH2:44][C:45]([O:47]CC)=[O:46])=[O:41])=[CH:36][CH:35]=1. (4) Given the product [CH3:1][S:2]([NH:5][C:6]([C:8]1[CH:9]=[C:10]([CH:15]=[CH:16][CH:17]=1)[C:11]([OH:13])=[O:12])=[O:7])(=[O:4])=[O:3], predict the reactants needed to synthesize it. The reactants are: [CH3:1][S:2]([NH:5][C:6]([C:8]1[CH:9]=[C:10]([CH:15]=[CH:16][CH:17]=1)[C:11]([O:13]C)=[O:12])=[O:7])(=[O:4])=[O:3].[OH-].[Na+]. (5) Given the product [Cl:4][C:5]1[CH:6]=[CH:7][C:8]2[N:14]3[C:15]([C:1]#[N:3])=[CH:16][CH:17]=[C:13]3[C@@H:12]([CH2:18][CH2:19][N:20]3[CH:24]=[C:23]([C:25]([O:27][CH2:28][CH3:29])=[O:26])[CH:22]=[N:21]3)[O:11][C@H:10]([C:30]3[CH:35]=[CH:34][CH:33]=[C:32]([O:36][CH3:37])[C:31]=3[O:38][CH3:39])[C:9]=2[CH:40]=1, predict the reactants needed to synthesize it. The reactants are: [C:1](#[N:3])C.[Cl:4][C:5]1[CH:6]=[CH:7][C:8]2[N:14]3[CH:15]=[CH:16][CH:17]=[C:13]3[C@@H:12]([CH2:18][CH2:19][N:20]3[CH:24]=[C:23]([C:25]([O:27][CH2:28][CH3:29])=[O:26])[CH:22]=[N:21]3)[O:11][C@H:10]([C:30]3[CH:35]=[CH:34][CH:33]=[C:32]([O:36][CH3:37])[C:31]=3[O:38][CH3:39])[C:9]=2[CH:40]=1.CN(C)C=O.ClS(N=C=O)(=O)=O.